This data is from Retrosynthesis with 50K atom-mapped reactions and 10 reaction types from USPTO. The task is: Predict the reactants needed to synthesize the given product. (1) The reactants are: CC(C)(C)OC(=O)C1NC(CC(C)(C)c2ccccc2)C(C#N)(c2ccc(Cl)cc2F)C1c1cccc(Cl)c1F. Given the product CC(C)(CC1NC(C(=O)O)C(c2cccc(Cl)c2F)C1(C#N)c1ccc(Cl)cc1F)c1ccccc1, predict the reactants needed to synthesize it. (2) Given the product CC(C)Oc1cc([C@@](Cc2ccccc2)(NCC(N)C(O)(C(F)(F)F)C(F)(F)F)c2cc(F)cc(OC(F)(F)C(F)F)c2)ccc1F, predict the reactants needed to synthesize it. The reactants are: CC(C)Oc1cc([C@@](Cc2ccccc2)(NC(=O)C(N)C(O)(C(F)(F)F)C(F)(F)F)c2cc(F)cc(OC(F)(F)C(F)F)c2)ccc1F. (3) Given the product Nc1ccc(-c2cnns2)cc1, predict the reactants needed to synthesize it. The reactants are: O=[N+]([O-])c1ccc(-c2cnns2)cc1. (4) Given the product O=C(Nc1ccc(OCc2ccccn2)cc1)c1cccc2c1Cc1ccccc1-2, predict the reactants needed to synthesize it. The reactants are: Nc1ccc(OCc2ccccn2)cc1.O=C(O)c1cccc2c1Cc1ccccc1-2. (5) Given the product CC(=O)OC1CCc2c1cccc2[N+](=O)[O-], predict the reactants needed to synthesize it. The reactants are: CC(=O)Cl.O=[N+]([O-])c1cccc2c1CCC2O. (6) Given the product CC(C)OC(=O)C1=C(N[C@H]2CC[C@H](O)CC2)OC(=Cc2c[nH]c3ncccc23)C1=O, predict the reactants needed to synthesize it. The reactants are: CC(C)OC(=O)C1=C(N[C@H]2CC[C@H](O)CC2)OCC1=O.O=Cc1c[nH]c2ncccc12. (7) Given the product CC(C)(C)OC(=O)N1CCN(c2cc(NS(=O)(=O)c3ccccc3Cl)cc3ccoc23)CC1, predict the reactants needed to synthesize it. The reactants are: CC(C)(C)OC(=O)N1CCN(c2cc(N)cc3ccoc23)CC1.O=S(=O)(Cl)c1ccccc1Cl.